Dataset: Forward reaction prediction with 1.9M reactions from USPTO patents (1976-2016). Task: Predict the product of the given reaction. (1) Given the reactants Br[CH2:2][C:3]([C:5]1[CH:10]=[CH:9][CH:8]=[CH:7][CH:6]=1)=O.[CH:11]([O-:13])=O.[NH4+:14].[Cl:15][S:16]([OH:19])(=O)=[O:17], predict the reaction product. The product is: [O:13]1[CH:2]=[C:3]([C:5]2[CH:10]=[CH:9][C:8]([S:16]([Cl:15])(=[O:19])=[O:17])=[CH:7][CH:6]=2)[N:14]=[CH:11]1. (2) Given the reactants [F:1][C:2]([F:30])([F:29])[C:3]1[CH:4]=[C:5]([NH:9][C:10]([C:12]2[CH:17]=[C:16]([N:18]3[CH2:26][C:25]4[CH:24]=[N:23][C:22]([S:27][CH3:28])=[N:21][C:20]=4[CH2:19]3)[CH:15]=[CH:14][N:13]=2)=[O:11])[CH:6]=[CH:7][CH:8]=1.S([O-])(O[O-])(=O)=[O:32].[K+].[K+].[S:39](=[O:42])(O)[O-:40].[Na+].[C:44](=O)(O)[O-].[Na+], predict the reaction product. The product is: [CH3:28][S:27]([C:22]1[N:23]=[CH:24][C:25]2[CH2:26][N:18]([C:16]3[CH:15]=[CH:14][N:13]=[C:12]([C:10]([NH:9][C:5]4[CH:6]=[CH:7][CH:8]=[C:3]([C:2]([F:1])([F:29])[F:30])[CH:4]=4)=[O:11])[CH:17]=3)[CH2:19][C:20]=2[N:21]=1)=[O:32].[CH3:44][S:39]([C:22]1[N:23]=[CH:24][C:25]2[CH2:26][N:18]([C:16]3[CH:15]=[CH:14][N:13]=[C:12]([C:10]([NH:9][C:5]4[CH:6]=[CH:7][CH:8]=[C:3]([C:2]([F:29])([F:1])[F:30])[CH:4]=4)=[O:11])[CH:17]=3)[CH2:19][C:20]=2[N:21]=1)(=[O:42])=[O:40]. (3) Given the reactants Cl[CH2:2][C:3]([N:5]([CH:25]1[CH2:29][CH2:28][CH2:27][CH2:26]1)[C:6]1[CH:22]=[C:21]([F:23])[C:20]([F:24])=[CH:19][C:7]=1[C:8]([NH:10][CH2:11][CH2:12][CH2:13][C:14]([O:16][CH2:17][CH3:18])=[O:15])=[O:9])=[O:4].[H-].[Na+].[Cl-].[NH4+], predict the reaction product. The product is: [CH:25]1([N:5]2[C:6]3[CH:22]=[C:21]([F:23])[C:20]([F:24])=[CH:19][C:7]=3[C:8](=[O:9])[N:10]([CH2:11][CH2:12][CH2:13][C:14]([O:16][CH2:17][CH3:18])=[O:15])[CH2:2][C:3]2=[O:4])[CH2:29][CH2:28][CH2:27][CH2:26]1. (4) Given the reactants [C:1]([C:3]1[CH:30]=[CH:29][C:6]([NH:7][CH:8]2[CH2:13][CH2:12][N:11]([CH2:14][CH2:15][CH:16]([C:23]3[CH:28]=[CH:27][CH:26]=[CH:25][CH:24]=3)[C:17]3[CH:22]=[CH:21][CH:20]=[CH:19][CH:18]=3)[CH2:10][CH2:9]2)=[C:5]([N+:31]([O-])=O)[CH:4]=1)#[N:2].Cl, predict the reaction product. The product is: [NH2:31][C:5]1[CH:4]=[C:3]([C:1]#[N:2])[CH:30]=[CH:29][C:6]=1[NH:7][CH:8]1[CH2:13][CH2:12][N:11]([CH2:14][CH2:15][CH:16]([C:17]2[CH:18]=[CH:19][CH:20]=[CH:21][CH:22]=2)[C:23]2[CH:28]=[CH:27][CH:26]=[CH:25][CH:24]=2)[CH2:10][CH2:9]1. (5) Given the reactants [Cl:1][C:2]1[CH:7]=[CH:6][C:5]([B:8]([OH:10])[OH:9])=[C:4]([CH:11]=[O:12])[CH:3]=1.C1COCC1.[BH4-].[Na+], predict the reaction product. The product is: [Cl:1][C:2]1[CH:7]=[CH:6][C:5]([B:8]([OH:9])[OH:10])=[C:4]([CH2:11][OH:12])[CH:3]=1. (6) Given the reactants [Cl:1][C:2]1[C:7]([N+:8]([O-:10])=[O:9])=[CH:6][C:5]([OH:11])=[C:4]([CH3:12])[CH:3]=1.[C:13](=O)([O-])[O-].[K+].[K+].CI.C(O)(=O)CC(CC(O)=O)(C(O)=O)O, predict the reaction product. The product is: [Cl:1][C:2]1[CH:3]=[C:4]([CH3:12])[C:5]([O:11][CH3:13])=[CH:6][C:7]=1[N+:8]([O-:10])=[O:9]. (7) Given the reactants [OH-].[Na+].[CH3:3][C:4]1[CH:5]=[N:6][C:7]([CH2:13][S+:14]([O-:26])[C:15]2[NH:16][C:17]3[CH:18]=[CH:19][C:20]([O:24][CH3:25])=[CH:21][C:22]=3[N:23]=2)=[C:8]([CH3:12])[C:9]=1[O:10][CH3:11].C1(C(C2C=CC=CC=2)(O)[C@H](C2C=CC=CC=2)O)C=CC=CC=1.C(O)(=O)C, predict the reaction product. The product is: [CH3:3][C:4]1[C:9]([O:10][CH3:11])=[C:8]([CH3:12])[C:7]([CH2:13][S@@:14]([C:15]2[NH:23][C:22]3[CH:21]=[C:20]([O:24][CH3:25])[CH:19]=[CH:18][C:17]=3[N:16]=2)=[O:26])=[N:6][CH:5]=1.